Predict which catalyst facilitates the given reaction. From a dataset of Catalyst prediction with 721,799 reactions and 888 catalyst types from USPTO. (1) Product: [Cl:10][C:11]1[CH:16]=[CH:15][C:14]([C:17]2([C:20]3[N:22]([CH3:23])[C:38]([CH:35]4[CH2:36][CH2:37][CH:32]([OH:31])[CH2:33][CH2:34]4)=[N:40][N:41]=3)[CH2:19][CH2:18]2)=[CH:13][CH:12]=1. The catalyst class is: 11. Reactant: FC(F)(F)S(OC)(=O)=O.[Cl:10][C:11]1[CH:16]=[CH:15][C:14]([C:17]2([C:20]([NH:22][CH3:23])=O)[CH2:19][CH2:18]2)=[CH:13][CH:12]=1.C(N(CC)CC)C.[OH:31][CH:32]1[CH2:37][CH2:36][CH:35]([C:38]([NH:40][NH2:41])=O)[CH2:34][CH2:33]1. (2) Reactant: [C:1]([O:5][C:6](=[O:26])[C:7]1[CH:12]=[CH:11][C:10](F)=[CH:9][C:8]=1[N:14]([C@@H:21]([CH3:25])[CH2:22][O:23][CH3:24])[C:15](=[O:20])[C:16]([F:19])([F:18])[F:17])([CH3:4])([CH3:3])[CH3:2].[CH3:27][N:28]1[CH2:33][CH2:32][NH:31][CH2:30][CH2:29]1. Product: [C:1]([O:5][C:6](=[O:26])[C:7]1[CH:12]=[CH:11][C:10]([N:31]2[CH2:32][CH2:33][N:28]([CH3:27])[CH2:29][CH2:30]2)=[CH:9][C:8]=1[N:14]([C@@H:21]([CH3:25])[CH2:22][O:23][CH3:24])[C:15](=[O:20])[C:16]([F:19])([F:18])[F:17])([CH3:4])([CH3:3])[CH3:2]. The catalyst class is: 7. (3) Reactant: CC1C=C(C)N=C(S)N=1.CI.[CH3:12][C:13]1[CH:18]=[C:17]([CH3:19])[N:16]=[C:15]([S:20][CH3:21])[N:14]=1.C=C(O[C@@H]1[C@@H](N)C(C(O)=O)=CC=C1)C(O)=[O:25].[OH-:38].[Na+]. Product: [CH3:21][S:20]([C:15]1[N:16]=[C:17]([CH3:19])[CH:18]=[C:13]([CH3:12])[N:14]=1)(=[O:25])=[O:38]. The catalyst class is: 2. (4) Reactant: [CH2:1]([C:5]1([OH:11])[CH2:10][CH2:9][NH:8][CH2:7][CH2:6]1)[CH:2]([CH3:4])[CH3:3].[NH2:12][C:13]1[CH:22]=[CH:21][C:20]2[C:15](=[C:16]([S:23]([NH:26][C:27]3[CH:35]=[CH:34][C:30]([C:31](O)=[O:32])=[CH:29][CH:28]=3)(=[O:25])=[O:24])[CH:17]=[CH:18][CH:19]=2)[N:14]=1.CN(C(ON1N=NC2C=CC=CC1=2)=[N+](C)C)C.F[P-](F)(F)(F)(F)F.CCN(C(C)C)C(C)C. Product: [NH2:12][C:13]1[CH:22]=[CH:21][C:20]2[C:15](=[C:16]([S:23]([NH:26][C:27]3[CH:35]=[CH:34][C:30]([C:31]([N:8]4[CH2:7][CH2:6][C:5]([OH:11])([CH2:1][CH:2]([CH3:4])[CH3:3])[CH2:10][CH2:9]4)=[O:32])=[CH:29][CH:28]=3)(=[O:25])=[O:24])[CH:17]=[CH:18][CH:19]=2)[N:14]=1. The catalyst class is: 2.